Task: Predict the reactants needed to synthesize the given product.. Dataset: Full USPTO retrosynthesis dataset with 1.9M reactions from patents (1976-2016) (1) Given the product [O:23]=[C:22]1[C:21](=[O:25])[O:11][C@@H:3]([C:12]([O:14][CH2:28][CH3:29])=[O:13])[C@H:4]([C:5]([O:7][CH2:19][CH3:20])=[O:6])[O:8]1, predict the reactants needed to synthesize it. The reactants are: C([C@@:3]([C:12]([O-:14])=[O:13])([OH:11])[C@@:4](CC)([OH:8])[C:5]([O-:7])=[O:6])C.N1[CH:20]=[CH:19]C=CC=1.[C:21](Cl)(=[O:25])[C:22](Cl)=[O:23].O1CC[CH2:29][CH2:28]1. (2) Given the product [Cl:1][C:2]1[C:3]([F:28])=[C:4]([CH:5]=[CH:6][CH:7]=1)[NH:8][C:9]1[C:18]2[C:13](=[CH:14][C:15]([O:21][CH:22]3[CH2:27][CH2:26][N:25]([C:45](=[O:49])[C@H:46]([OH:47])[CH3:48])[CH2:24][CH2:23]3)=[C:16]([O:19][CH3:20])[CH:17]=2)[N:12]=[CH:11][N:10]=1, predict the reactants needed to synthesize it. The reactants are: [Cl:1][C:2]1[C:3]([F:28])=[C:4]([NH:8][C:9]2[C:18]3[C:13](=[CH:14][C:15]([O:21][CH:22]4[CH2:27][CH2:26][NH:25][CH2:24][CH2:23]4)=[C:16]([O:19][CH3:20])[CH:17]=3)[N:12]=[CH:11][N:10]=2)[CH:5]=[CH:6][CH:7]=1.C(N(CC)CC)C.C(N(CC)C(C)C)(C)C.[C:45](O)(=[O:49])[C@@H:46]([CH3:48])[OH:47].CN(C(ON1N=NC2C=CC=NC1=2)=[N+](C)C)C.F[P-](F)(F)(F)(F)F. (3) Given the product [CH3:17][O:16][C:14]1[CH:13]=[CH:12][C:8]2[CH2:9][CH2:10][C:11]3[C:2]([NH:30][C:26]4[CH:27]=[CH:28][CH:29]=[C:24]([N:22]5[CH:23]=[C:19]([CH3:18])[N:20]=[CH:21]5)[CH:25]=4)=[N:3][CH:4]=[N:5][C:6]=3[C:7]=2[CH:15]=1, predict the reactants needed to synthesize it. The reactants are: Cl[C:2]1[C:11]2[CH2:10][CH2:9][C:8]3[CH:12]=[CH:13][C:14]([O:16][CH3:17])=[CH:15][C:7]=3[C:6]=2[N:5]=[CH:4][N:3]=1.[CH3:18][C:19]1[N:20]=[CH:21][N:22]([C:24]2[CH:25]=[C:26]([NH2:30])[CH:27]=[CH:28][CH:29]=2)[CH:23]=1.[OH-].[Na+]. (4) Given the product [CH3:27][C:18]12[CH2:24][CH:22]3[CH2:21][C:20]([CH3:26])([CH2:25][C:16]([CH2:14][C:13]([OH:12])=[O:2])([CH2:23]3)[CH2:17]1)[CH2:19]2, predict the reactants needed to synthesize it. The reactants are: S(=O)(=O)(O)[OH:2].B(F)(F)F.CC[O:12][CH2:13][CH3:14].Br[C:16]12[CH2:25][C:20]3([CH3:26])[CH2:21][CH:22]([CH2:24][C:18]([CH3:27])([CH2:19]3)[CH2:17]1)[CH2:23]2. (5) Given the product [Cl:1][CH2:2][C:3]1[CH:11]=[CH:10][C:6]([C:7]([N:15]2[CH2:20][CH2:19][CH:18]([C:21]3[CH:28]=[CH:27][C:24]([C:25]#[N:26])=[CH:23][CH:22]=3)[CH2:17][CH2:16]2)=[O:9])=[CH:5][C:4]=1[N+:12]([O-:14])=[O:13], predict the reactants needed to synthesize it. The reactants are: [Cl:1][CH2:2][C:3]1[CH:11]=[CH:10][C:6]([C:7]([OH:9])=O)=[CH:5][C:4]=1[N+:12]([O-:14])=[O:13].[NH:15]1[CH2:20][CH2:19][CH:18]([C:21]2[CH:28]=[CH:27][C:24]([C:25]#[N:26])=[CH:23][CH:22]=2)[CH2:17][CH2:16]1.NC1C=C(C=CC=1C)C(N1CCC(C2C=CC(C#N)=CC=2)CC1)=O. (6) Given the product [ClH:39].[CH2:16]([N:12]1[C:11]2=[N:10][C:5]3[C:6]([C:7]([NH2:8])=[C:15]2[CH2:14][CH2:13]1)=[CH:9][C:2]([F:1])=[CH:3][CH:4]=3)[C:17]1[CH:22]=[CH:21][CH:20]=[CH:19][CH:18]=1, predict the reactants needed to synthesize it. The reactants are: [F:1][C:2]1[CH:3]=[CH:4][C:5]([N:10]=[C:11]2[CH2:15][CH2:14][CH2:13][N:12]2[CH2:16][C:17]2[CH:22]=[CH:21][CH:20]=[CH:19][CH:18]=2)=[C:6]([CH:9]=1)[C:7]#[N:8].[Na].C[Si](C)(C)N[Si](C)(C)C.C(OCC)(=O)C.[Cl-:39].[Na+].O. (7) Given the product [F:1][C:2]1[CH:3]=[C:4]([CH:7]=[CH:8][C:9]=1[S:12][CH3:11])[CH:5]=[O:6], predict the reactants needed to synthesize it. The reactants are: [F:1][C:2]1[CH:3]=[C:4]([CH:7]=[CH:8][C:9]=1F)[CH:5]=[O:6].[CH3:11][S-:12].[Na+].Cl. (8) Given the product [S:3]1[CH:7]=[CH:6][C:5]2[CH:8]=[C:9]([C:12]3[N:13]4[CH2:21][CH2:20][N:19]=[C:14]4[S:15][C:16]=3[CH2:17][OH:18])[CH:10]=[CH:11][C:4]1=2, predict the reactants needed to synthesize it. The reactants are: [BH4-].[Na+].[S:3]1[CH:7]=[CH:6][C:5]2[CH:8]=[C:9]([C:12]3[N:13]4[CH2:21][CH2:20][N:19]=[C:14]4[S:15][C:16]=3[CH:17]=[O:18])[CH:10]=[CH:11][C:4]1=2.O. (9) The reactants are: C([N:3]([CH2:14][CH3:15])[C:4](=[O:13])[C:5]1[CH:10]=[C:9]([Cl:11])[CH:8]=[CH:7][C:6]=1[CH3:12])C.C(C1[CH2:23][CH2:22][N:21]([CH3:24])[CH2:20][CH2:19]1)#N. Given the product [Cl:11][C:9]1[CH:10]=[C:5]2[C:6]([CH:12]=[C:14]([CH:15]3[CH2:23][CH2:22][N:21]([CH3:24])[CH2:20][CH2:19]3)[NH:3][C:4]2=[O:13])=[CH:7][CH:8]=1, predict the reactants needed to synthesize it.